Dataset: Reaction yield outcomes from USPTO patents with 853,638 reactions. Task: Predict the reaction yield, written as a fraction of the theoretical maximum amount of product (1.0 means a 100% yield; for example, 0.34 means a 34% yield). (1) The reactants are OC(C(F)(F)F)=O.[CH:8]([N:11]1[C:15]([C:16]2[S:17][C:18]3[CH2:19][CH2:20][O:21][C:22]4[CH:29]=[C:28]([CH:30]5[CH2:35][CH2:34][NH:33][CH2:32][CH2:31]5)[CH:27]=[CH:26][C:23]=4[C:24]=3[N:25]=2)=[N:14][CH:13]=[N:12]1)([CH3:10])[CH3:9].[CH3:36][O:37][CH2:38][CH2:39]Br.C(=O)([O-])[O-].[K+].[K+]. The catalyst is CN(C=O)C.C(Cl)Cl. The product is [CH:8]([N:11]1[C:15]([C:16]2[S:17][C:18]3[CH2:19][CH2:20][O:21][C:22]4[CH:29]=[C:28]([CH:30]5[CH2:35][CH2:34][N:33]([CH2:39][CH2:38][O:37][CH3:36])[CH2:32][CH2:31]5)[CH:27]=[CH:26][C:23]=4[C:24]=3[N:25]=2)=[N:14][CH:13]=[N:12]1)([CH3:10])[CH3:9]. The yield is 0.700. (2) The reactants are [CH3:1][CH2:2][N:3]=[C:4]=[N:5][CH2:6][CH2:7][CH2:8]N(C)C.[N:12]1[C:21]2C(N)CC[CH2:17][C:16]=2[CH:15]=[CH:14][CH:13]=1.[N:23]1[CH:28]=[CH:27][CH:26]=[CH:25][C:24]=1[C:29]([OH:31])=O.O[N:33]1[C:37]2[CH:38]=[CH:39][CH:40]=[CH:41][C:36]=2N=N1.C[CH2:43][N:44]([CH:48]([CH3:50])[CH3:49])[CH:45]([CH3:47])C.[CH3:51]N(C=O)C. No catalyst specified. The product is [NH:5]1[C:6]2[CH:7]=[CH:8][CH:51]=[CH:1][C:2]=2[N:3]=[C:4]1[CH2:43][N:44]([CH2:45][C:47]1[CH:17]=[C:16]([CH:15]=[CH:14][CH:13]=1)[CH2:21][NH:12][C:29]([C:24]1[CH:25]=[CH:26][CH:27]=[CH:28][N:23]=1)=[O:31])[CH:48]1[C:49]2[N:33]=[CH:37][CH:38]=[CH:39][C:40]=2[CH2:41][CH2:36][CH2:50]1. The yield is 0.940. (3) The reactants are [CH2:1]([O:3][CH:4]1[C:9](OC)([O:10]C)[CH2:8][CH2:7][O:6][CH2:5]1)[CH3:2].Cl. The catalyst is C1COCC1.O.CCOC(C)=O. The product is [CH2:1]([O:3][CH:4]1[C:9](=[O:10])[CH2:8][CH2:7][O:6][CH2:5]1)[CH3:2]. The yield is 0.970. (4) The reactants are [CH:1]1[C:11]2[CH2:10][CH2:9][C:8]3[CH:12]=[CH:13][CH:14]=[CH:15][C:7]=3[C:6](=[CH:16][C:17]3[CH:22]=[CH:21][C:20]([NH2:23])=[CH:19][CH:18]=3)[C:5]=2[CH:4]=[CH:3][CH:2]=1.[C:24](Cl)(=[O:31])[C:25]1[CH:30]=[CH:29][N:28]=[CH:27][CH:26]=1. No catalyst specified. The product is [CH:1]1[C:11]2[CH2:10][CH2:9][C:8]3[CH:12]=[CH:13][CH:14]=[CH:15][C:7]=3[C:6](=[CH:16][C:17]3[CH:22]=[CH:21][C:20]([NH:23][C:24](=[O:31])[C:25]4[CH:30]=[CH:29][N:28]=[CH:27][CH:26]=4)=[CH:19][CH:18]=3)[C:5]=2[CH:4]=[CH:3][CH:2]=1. The yield is 0.170.